Dataset: Peptide-MHC class II binding affinity with 134,281 pairs from IEDB. Task: Regression. Given a peptide amino acid sequence and an MHC pseudo amino acid sequence, predict their binding affinity value. This is MHC class II binding data. (1) The peptide sequence is NMVSRLLLNRFTMTH. The MHC is DRB1_0802 with pseudo-sequence DRB1_0802. The binding affinity (normalized) is 0.606. (2) The peptide sequence is LTLPWQSGSGGVWRE. The MHC is DRB1_0401 with pseudo-sequence DRB1_0401. The binding affinity (normalized) is 0.0682. (3) The binding affinity (normalized) is 0. The MHC is HLA-DPA10201-DPB10501 with pseudo-sequence HLA-DPA10201-DPB10501. The peptide sequence is IITPTNVSHIQSAVV. (4) The peptide sequence is NHIPGYKVQTNGPWM. The MHC is DRB3_0202 with pseudo-sequence DRB3_0202. The binding affinity (normalized) is 0.560. (5) The peptide sequence is CGLFGKGSIVACAKF. The MHC is DRB1_1101 with pseudo-sequence DRB1_1101. The binding affinity (normalized) is 0.459. (6) The MHC is DRB1_0802 with pseudo-sequence DRB1_0802. The binding affinity (normalized) is 0.0514. The peptide sequence is KLSQELHKLQTYPRT. (7) The peptide sequence is DQRGSGQVVTYALNT. The MHC is HLA-DQA10201-DQB10402 with pseudo-sequence HLA-DQA10201-DQB10402. The binding affinity (normalized) is 0.247.